Predict the reactants needed to synthesize the given product. From a dataset of Full USPTO retrosynthesis dataset with 1.9M reactions from patents (1976-2016). Given the product [Cl:11][C:10]1[CH:9]=[C:8]2[C:4]([C:5]([C:12]([OH:14])=[O:13])=[N:6][NH:7]2)=[CH:3][C:2]=1[C:23]1[CH:28]=[CH:27][C:26]([CH2:29][CH2:30][OH:31])=[CH:25][CH:24]=1, predict the reactants needed to synthesize it. The reactants are: Br[C:2]1[CH:3]=[C:4]2[C:8](=[CH:9][C:10]=1[Cl:11])[NH:7][N:6]=[C:5]2[C:12]([OH:14])=[O:13].CC1(C)C(C)(C)OB([C:23]2[CH:28]=[CH:27][C:26]([CH2:29][CH2:30][OH:31])=[CH:25][CH:24]=2)O1.C(=O)([O-])[O-].[K+].[K+].